Dataset: Forward reaction prediction with 1.9M reactions from USPTO patents (1976-2016). Task: Predict the product of the given reaction. (1) Given the reactants Cl.[NH2:2][CH:3]([C:16]1[CH:21]=[CH:20][C:19]([Br:22])=[CH:18][CH:17]=1)[C:4]([C@@H:6]1[CH2:11][CH2:10][CH2:9][CH2:8][C@H:7]1[C:12]([O:14][CH3:15])=[O:13])=[O:5].[C:23]([O-])(O)=[O:24].[Na+].ClC(Cl)(OC(=O)OC(Cl)(Cl)Cl)Cl, predict the reaction product. The product is: [Br:22][C:19]1[CH:18]=[CH:17][C:16]([CH:3]([N:2]=[C:23]=[O:24])[C:4]([C@@H:6]2[CH2:11][CH2:10][CH2:9][CH2:8][C@H:7]2[C:12]([O:14][CH3:15])=[O:13])=[O:5])=[CH:21][CH:20]=1. (2) Given the reactants C(O)C(O)C[O:4][CH2:5][CH:6]([OH:9])[CH2:7][OH:8].C(N(CC)CC)C.[C:19](Cl)(=[O:41])[CH2:20][CH2:21][CH2:22][CH2:23][CH2:24][CH2:25][CH2:26][CH2:27][CH2:28][CH2:29][CH2:30][CH2:31][CH2:32][CH2:33][CH2:34][CH2:35][CH2:36][CH2:37][CH2:38][CH2:39][CH3:40], predict the reaction product. The product is: [C:19]([OH:41])(=[O:4])[CH2:20][CH2:21][CH2:22][CH2:23][CH2:24][CH2:25][CH2:26][CH2:27][CH2:28][CH2:29][CH2:30][CH2:31][CH2:32][CH2:33][CH2:34][CH2:35][CH2:36][CH2:37][CH2:38][CH2:39][CH3:40].[C:19]([OH:41])(=[O:4])[CH2:20][CH2:21][CH2:22][CH2:23][CH2:24][CH2:25][CH2:26][CH2:27][CH2:28][CH2:29][CH2:30][CH2:31][CH2:32][CH2:33][CH2:34][CH2:35][CH2:36][CH2:37][CH2:38][CH2:39][CH3:40].[C:19]([OH:41])(=[O:4])[CH2:20][CH2:21][CH2:22][CH2:23][CH2:24][CH2:25][CH2:26][CH2:27][CH2:28][CH2:29][CH2:30][CH2:31][CH2:32][CH2:33][CH2:34][CH2:35][CH2:36][CH2:37][CH2:38][CH2:39][CH3:40].[C:19]([OH:41])(=[O:4])[CH2:20][CH2:21][CH2:22][CH2:23][CH2:24][CH2:25][CH2:26][CH2:27][CH2:28][CH2:29][CH2:30][CH2:31][CH2:32][CH2:33][CH2:34][CH2:35][CH2:36][CH2:37][CH2:38][CH2:39][CH3:40].[OH:4][CH2:5][CH:6]([CH2:7][OH:8])[OH:9].[OH:4][CH2:5][CH:6]([CH2:7][OH:8])[OH:9]. (3) Given the reactants [N+:1]([C:4]1[CH:9]=[CH:8][CH:7]=[CH:6][C:5]=1[OH:10])([O-:3])=[O:2].C([O-])([O-])=O.[K+].[K+].[CH2:17](Br)[C:18]([C:20]1[CH:25]=[CH:24][CH:23]=[CH:22][CH:21]=1)=[O:19], predict the reaction product. The product is: [N+:1]([C:4]1[CH:9]=[CH:8][CH:7]=[CH:6][C:5]=1[O:10][CH2:17][C:18]([C:20]1[CH:25]=[CH:24][CH:23]=[CH:22][CH:21]=1)=[O:19])([O-:3])=[O:2]. (4) Given the reactants C[O:2][C:3](=[O:29])[C@@H:4]([N:12]1[CH2:16][C:15]([O:17][C:18]2[CH:23]=[CH:22][CH:21]=[CH:20][C:19]=2[O:24][CH:25]([CH3:27])[CH3:26])=[CH:14][C:13]1=[O:28])[CH2:5][CH:6]1[CH2:11][CH2:10][CH2:9][CH2:8][CH2:7]1.[OH-].[Li+], predict the reaction product. The product is: [CH:6]1([CH2:5][C@H:4]([N:12]2[CH2:16][C:15]([O:17][C:18]3[CH:23]=[CH:22][CH:21]=[CH:20][C:19]=3[O:24][CH:25]([CH3:26])[CH3:27])=[CH:14][C:13]2=[O:28])[C:3]([OH:29])=[O:2])[CH2:11][CH2:10][CH2:9][CH2:8][CH2:7]1.